Dataset: Blood-brain barrier permeability classification from the B3DB database. Task: Regression/Classification. Given a drug SMILES string, predict its absorption, distribution, metabolism, or excretion properties. Task type varies by dataset: regression for continuous measurements (e.g., permeability, clearance, half-life) or binary classification for categorical outcomes (e.g., BBB penetration, CYP inhibition). Dataset: b3db_classification. (1) The drug is CCOc1ccccc1O[C@@H](c1ccccc1)[C@H]1CNCCO1. The result is 1 (penetrates BBB). (2) The compound is CC1(C)[C@H]2CC[C@@]1(C)C(=O)C2. The result is 1 (penetrates BBB). (3) The compound is CN1c2ccccc2[C@@H](NCCCCCCC(=O)O)c2ccc(Cl)cc2S1(=O)=O. The result is 1 (penetrates BBB). (4) The drug is N[C@@H](CO)C(=O)NNCc1ccc(O)c(O)c1O. The result is 0 (does not penetrate BBB). (5) The compound is COc1ccc(CN(C)C(=O)c2ccc(CN3CCc4ccccc4C3)cc2)cc1. The result is 0 (does not penetrate BBB). (6) The molecule is CC[N+](C)(C/C=C/C1=C(C(=O)O)N2C(=O)[C@@H](NC(=O)/C(=N/OCF)c3nsc(N)n3)[C@H]2SC1)CC(N)=O. The result is 0 (does not penetrate BBB). (7) The molecule is c1ccc2c(c1)CCCN2. The result is 1 (penetrates BBB).